This data is from Forward reaction prediction with 1.9M reactions from USPTO patents (1976-2016). The task is: Predict the product of the given reaction. Given the reactants [Cl:1][C:2]1[CH:7]=[CH:6][C:5]([C@@:8]2([OH:41])[CH2:13][CH2:12][N:11]([C:14](=[O:38])[C@H:15]([NH:19][C:20]([C@@H:22]3[CH2:26][CH2:25][C:24]([NH:30][C:31](=[O:37])[O:32][C:33]([CH3:36])([CH3:35])[CH3:34])([CH2:27][CH:28]=[O:29])[CH2:23]3)=[O:21])[CH:16]([CH3:18])[CH3:17])[CH2:10][C:9]2([CH3:40])[CH3:39])=[CH:4][CH:3]=1.[BH4-].[Na+], predict the reaction product. The product is: [Cl:1][C:2]1[CH:7]=[CH:6][C:5]([C@@:8]2([OH:41])[CH2:13][CH2:12][N:11]([C:14](=[O:38])[C@H:15]([NH:19][C:20]([C@@H:22]3[CH2:26][CH2:25][C:24]([NH:30][C:31](=[O:37])[O:32][C:33]([CH3:35])([CH3:34])[CH3:36])([CH2:27][CH2:28][OH:29])[CH2:23]3)=[O:21])[CH:16]([CH3:17])[CH3:18])[CH2:10][C:9]2([CH3:39])[CH3:40])=[CH:4][CH:3]=1.